The task is: Predict the reactants needed to synthesize the given product.. This data is from Full USPTO retrosynthesis dataset with 1.9M reactions from patents (1976-2016). Given the product [ClH:32].[ClH:32].[C:1]([C:5]1[NH:6][C:7]([C:25]2[CH:26]=[CH:27][C:28]([F:31])=[CH:29][CH:30]=2)=[C:8]([C:10]2[N:15]=[C:14]3[N:16]([CH2:20][C:21]([CH3:24])([CH3:23])[CH3:22])[C:17]([NH2:19])=[N:18][C:13]3=[CH:12][CH:11]=2)[N:9]=1)([CH3:2])([CH3:3])[CH3:4], predict the reactants needed to synthesize it. The reactants are: [C:1]([C:5]1[NH:6][C:7]([C:25]2[CH:30]=[CH:29][C:28]([F:31])=[CH:27][CH:26]=2)=[C:8]([C:10]2[N:15]=[C:14]3[N:16]([CH2:20][C:21]([CH3:24])([CH3:23])[CH3:22])[C:17]([NH2:19])=[N:18][C:13]3=[CH:12][CH:11]=2)[N:9]=1)([CH3:4])([CH3:3])[CH3:2].[ClH:32].